Dataset: Catalyst prediction with 721,799 reactions and 888 catalyst types from USPTO. Task: Predict which catalyst facilitates the given reaction. Reactant: [C:1]([C:5]1[CH:10]=[CH:9][C:8]([N:11]2[C:15]([OH:16])=[C:14]([C:17](=O)[CH3:18])[C:13]([CH3:20])=[N:12]2)=[CH:7][CH:6]=1)([CH3:4])([CH3:3])[CH3:2].[CH3:21][O:22][C:23]([C:25]1[CH:34]=[CH:33][C:28]([C:29]([NH:31][NH2:32])=[O:30])=[CH:27][CH:26]=1)=[O:24]. Product: [C:1]([C:5]1[CH:10]=[CH:9][C:8]([N:11]2[C:15](=[O:16])[C:14](=[C:17]([NH:32][NH:31][C:29](=[O:30])[C:28]3[CH:27]=[CH:26][C:25]([C:23]([O:22][CH3:21])=[O:24])=[CH:34][CH:33]=3)[CH3:18])[C:13]([CH3:20])=[N:12]2)=[CH:7][CH:6]=1)([CH3:4])([CH3:3])[CH3:2]. The catalyst class is: 3.